This data is from Experimentally validated miRNA-target interactions with 360,000+ pairs, plus equal number of negative samples. The task is: Binary Classification. Given a miRNA mature sequence and a target amino acid sequence, predict their likelihood of interaction. (1) The miRNA is hsa-miR-8087 with sequence GAAGACUUCUUGGAUUACAGGGG. The protein sequence of the target gene is MERLDKAALNALQPPEFRNENSLAATLKTLLFFTALMITVPIGLYFTTKAYIFEGALGMSNRDSYFYAAIVAVVAVHVVLALFVYVAWNEGSRQWREGKQD. Result: 0 (no interaction). (2) The miRNA is hsa-miR-622 with sequence ACAGUCUGCUGAGGUUGGAGC. The protein sequence of the target gene is MEFPDHSRHLLQCLSEQRHQGFLCDCTVLVGDAQFRAHRAVLASCSMYFHLFYKDQLDKRDIVHLNSDIVTAPAFALLLEFMYEGKLQFKDLPIEDVLAAASYLHMYDIVKVCKKKLKEKATTEADSTKKEEDASSCSDKVESLSDGSSHIAGDLPSDEDEGEDEKLNILPSKRDLAAEPGNMWMRLPSDSAGIPQAGGEAEPHATAAGKTVASPCSSTESLSQRSVTSVRDSADVDCVLDLSVKSSLSGVENLNSSYFSSQDVLRSNLVQVKVEKEASCDESDVGTNDYDMEHSTVKES.... Result: 1 (interaction). (3) The miRNA is hsa-miR-6070 with sequence CCGGUUCCAGUCCCUGGAG. The protein sequence of the target gene is MDRSAEFGRWKAQSLSKADLSRKGSVDEDAVEVVELLNSREEFFTTSSCAGRILLLDGSTEGSGVQKQHCCWLLVTHKPCARDDVMAALKGATSEAVLKFEPFILHVQCRTLQDAQTLHSVAIDSGFRNSGITVGKRGKTMLAVRGTHGLEVPLTHKGKLMVTEEYIEFLLTIANQKMEENKRRIGRFYNYLQHALKRETISNSHSKIKERNNPLCTHKNRRSQGKAQGPSTTEDNGRELEDGDGLEISAALFLGDD. Result: 0 (no interaction). (4) The miRNA is hsa-miR-5739 with sequence GCGGAGAGAGAAUGGGGAGC. The protein sequence of the target gene is MNREGAPGKSPEEMYIQQKVRVLLMLRKMGSNLTASEEEFLRTYAGVVNSQLSQLPPHSIDQGAEDVVMAFSRSETEDRRQ. Result: 1 (interaction). (5) The miRNA is hsa-miR-6838-5p with sequence AAGCAGCAGUGGCAAGACUCCU. The protein sequence of the target gene is MATQAKRPRVAGPVDGGDLDPVACFLSWCRRVGLELSPKVSERAGGRRTRGGARAALTSPPAQVAVSRQGTVAGYGMVARESVQAGELLFVVPRAALLSQHTCSIGGLLERERVALQSQSGWVPLLLALLHELQAPASRWRPYFALWPELGRLEHPMFWPEEERRCLLQGTGVPEAVEKDLANIRSEYQSIVLPFMEAHPDLFSLRVRSLELYHQLVALVMAYSFQEPLEEEEDEKEPNSPVMVPAADILNHLANHNANLEYSANCLRMVATQPIPKGHEIFNTYGQMANWQLIHMYGFV.... Result: 0 (no interaction).